This data is from Reaction yield outcomes from USPTO patents with 853,638 reactions. The task is: Predict the reaction yield, written as a fraction of the theoretical maximum amount of product (1.0 means a 100% yield; for example, 0.34 means a 34% yield). (1) The product is [CH2:26]([O:28][C:29](=[O:49])[CH2:30][S:31][C:32]1[CH:37]=[CH:36][C:35]([O:38][CH2:39][CH2:40][C@@H:41]([O:7][C:8]2[C:13]([C:14](=[O:15])[C:16]3[CH:21]=[CH:20][CH:19]=[CH:18][CH:17]=3)=[CH:12][C:11]([C:22]([F:23])([F:25])[F:24])=[CH:10][N:9]=2)[CH3:42])=[CH:34][C:33]=1[CH3:48])[CH3:27].[C:14]([C:13]1[C:8]([O:43][C@@H:41]([CH3:42])[CH2:40][CH2:39][O:38][C:35]2[CH:36]=[CH:37][C:32]([S:31][CH2:30][C:29]([OH:28])=[O:49])=[C:33]([CH3:48])[CH:34]=2)=[N:9][CH:10]=[C:11]([C:22]([F:25])([F:23])[F:24])[CH:12]=1)(=[O:15])[C:16]1[CH:17]=[CH:18][CH:19]=[CH:20][CH:21]=1. The yield is 0.120. The catalyst is CN(C=O)C.C(O)C. The reactants are C(=O)([O-])[O-].[Cs+].[Cs+].[OH:7][C:8]1[C:13]([C:14]([C:16]2[CH:21]=[CH:20][CH:19]=[CH:18][CH:17]=2)=[O:15])=[CH:12][C:11]([C:22]([F:25])([F:24])[F:23])=[CH:10][N:9]=1.[CH2:26]([O:28][C:29](=[O:49])[CH2:30][S:31][C:32]1[CH:37]=[CH:36][C:35]([O:38][CH2:39][CH2:40][C@@H:41]([O:43]S(C)(=O)=O)[CH3:42])=[CH:34][C:33]=1[CH3:48])[CH3:27].C(OC(=O)C)C. (2) The reactants are COC1C=C(OC)C=C(OC)C=1C[NH:6][C:7]1[CH:12]=[C:11](Cl)[N:10]=[CH:9][N:8]=1.[F:22][C:23]1[CH:28]=[C:27]([N+:29]([O-:31])=[O:30])[CH:26]=[CH:25][C:24]=1[OH:32].COCCOCCOC. The yield is 0.310. The product is [F:22][C:23]1[CH:28]=[C:27]([N+:29]([O-:31])=[O:30])[CH:26]=[CH:25][C:24]=1[O:32][C:11]1[N:10]=[CH:9][N:8]=[C:7]([NH2:6])[CH:12]=1. The catalyst is O. (3) The reactants are [CH2:1]([O:3][C:4]([C:6]1[NH:7][CH:8]=[C:9]([CH:11]=O)[CH:10]=1)=[O:5])[CH3:2].[Cl:13][C:14]1[CH:20]=[CH:19][C:17]([NH2:18])=[CH:16][CH:15]=1.C([BH3-])#N.[Na+].C([O-])([O-])=O.[K+].[K+]. The catalyst is C(O)(=O)C.CO. The product is [CH2:1]([O:3][C:4]([C:6]1[NH:7][CH:8]=[C:9]([CH2:11][NH:18][C:17]2[CH:19]=[CH:20][C:14]([Cl:13])=[CH:15][CH:16]=2)[CH:10]=1)=[O:5])[CH3:2]. The yield is 0.690. (4) The reactants are [C:1]([NH:20][C@H:21]([C:31]([O:33][C:34]([CH3:37])([CH3:36])[CH3:35])=[O:32])[CH2:22][CH2:23][C:24]([O:26][C:27]([CH3:30])([CH3:29])[CH3:28])=[O:25])([C:14]1[CH:19]=[CH:18][CH:17]=[CH:16][CH:15]=1)([C:8]1[CH:13]=[CH:12][CH:11]=[CH:10][CH:9]=1)[C:2]1[CH:7]=[CH:6][CH:5]=[CH:4][CH:3]=1.Br[CH2:39][C:40]1[CH:45]=[CH:44][C:43]([O:46][CH2:47][C:48]2[CH:53]=[CH:52][CH:51]=[CH:50][CH:49]=2)=[CH:42][CH:41]=1. The catalyst is O1CCCC1. The product is [CH2:47]([O:46][C:43]1[CH:42]=[CH:41][C:40]([CH2:39][CH:23]([C:24]([O:26][C:27]([CH3:30])([CH3:28])[CH3:29])=[O:25])[CH2:22][C@@H:21]([C:31]([O:33][C:34]([CH3:37])([CH3:36])[CH3:35])=[O:32])[NH:20][C:1]([C:8]2[CH:13]=[CH:12][CH:11]=[CH:10][CH:9]=2)([C:14]2[CH:15]=[CH:16][CH:17]=[CH:18][CH:19]=2)[C:2]2[CH:7]=[CH:6][CH:5]=[CH:4][CH:3]=2)=[CH:45][CH:44]=1)[C:48]1[CH:49]=[CH:50][CH:51]=[CH:52][CH:53]=1. The yield is 0.300. (5) The product is [Cl:1][C:2]1[CH:3]=[CH:4][N:5]2[CH:10]=[C:9]([CH3:11])[N:8]([C:18]3[CH:17]=[CH:16][CH:15]=[C:14]([F:13])[CH:19]=3)[C:7](=[O:12])[C:6]=12. The yield is 0.830. The reactants are [Cl:1][C:2]1[CH:3]=[CH:4][N:5]2[CH:10]=[C:9]([CH3:11])[NH:8][C:7](=[O:12])[C:6]=12.[F:13][C:14]1[CH:15]=[C:16](B(O)O)[CH:17]=[CH:18][CH:19]=1.N1C=CC=CC=1. The catalyst is C(Cl)Cl.CC([O-])=O.CC([O-])=O.[Cu+2]. (6) The reactants are [F:1][C:2]1([F:18])[CH2:6][N:5]([C:7]([O:9][C:10]([CH3:13])([CH3:12])[CH3:11])=[O:8])[C@H:4]([CH2:14][CH2:15][CH2:16][OH:17])[CH2:3]1.CC(OI1(OC(C)=O)(OC(C)=O)OC(=O)C2C=CC=CC1=2)=O. The catalyst is C(Cl)Cl. The product is [F:18][C:2]1([F:1])[CH2:6][N:5]([C:7]([O:9][C:10]([CH3:11])([CH3:12])[CH3:13])=[O:8])[C@H:4]([CH2:14][CH2:15][CH:16]=[O:17])[CH2:3]1. The yield is 0.780. (7) The catalyst is C1COCC1. The yield is 0.190. The reactants are [CH2:1]([O:3][C:4](=[O:23])[CH2:5][C@@H:6]([NH:13][C:14]1[C:19]([NH2:20])=[CH:18][CH:17]=[C:16]([C:21]#[N:22])[N:15]=1)[C:7]1[CH:12]=[CH:11][CH:10]=[CH:9][CH:8]=1)[CH3:2].C1N=CN([C:29](N2C=NC=C2)=[O:30])C=1.C1CCN2C(=NCCC2)CC1. The product is [CH2:1]([O:3][C:4](=[O:23])[CH2:5][C@@H:6]([N:13]1[C:14]2=[N:15][C:16]([C:21]#[N:22])=[CH:17][CH:18]=[C:19]2[NH:20][C:29]1=[O:30])[C:7]1[CH:8]=[CH:9][CH:10]=[CH:11][CH:12]=1)[CH3:2].